Dataset: Reaction yield outcomes from USPTO patents with 853,638 reactions. Task: Predict the reaction yield, written as a fraction of the theoretical maximum amount of product (1.0 means a 100% yield; for example, 0.34 means a 34% yield). The product is [Cl:23][C:22]1[N:21]([CH3:24])[N:20]=[C:19]([CH3:25])[C:18]=1[CH2:17][S:8][C:6]1[N:5]=[C:4]([OH:9])[CH:3]=[C:2]([CH3:1])[N:7]=1. The catalyst is CN(C=O)C. The yield is 0.220. The reactants are [CH3:1][C:2]1[N:7]=[C:6]([SH:8])[N:5]=[C:4]([OH:9])[CH:3]=1.C(=O)([O-])[O-].[K+].[K+].Br[CH2:17][C:18]1[C:19]([CH3:25])=[N:20][N:21]([CH3:24])[C:22]=1[Cl:23].